From a dataset of Reaction yield outcomes from USPTO patents with 853,638 reactions. Predict the reaction yield, written as a fraction of the theoretical maximum amount of product (1.0 means a 100% yield; for example, 0.34 means a 34% yield). The product is [K:58].[CH:1]([O:4][C:5]1[CH:10]=[CH:9][C:8]([N:11]2[C:16](=[O:17])[C:15]([CH2:18][C:19]3[CH:24]=[CH:23][C:22]([C:25]4[CH:30]=[CH:29][CH:28]=[CH:27][C:26]=4[C:31]4[NH:35][C:34](=[O:36])[O:33][N:32]=4)=[CH:21][CH:20]=3)=[C:14]([CH2:37][CH2:38][CH3:39])[N:13]=[C:12]2[CH3:40])=[CH:7][CH:6]=1)([CH3:3])[CH3:2]. The yield is 0.560. The catalyst is C(O)C. The reactants are [CH:1]([O:4][C:5]1[CH:10]=[CH:9][C:8]([N:11]2[C:16](=[O:17])[C:15]([CH2:18][C:19]3[CH:24]=[CH:23][C:22]([C:25]4[CH:30]=[CH:29][CH:28]=[CH:27][C:26]=4[C:31]4[NH:35][C:34](=[O:36])[O:33][N:32]=4)=[CH:21][CH:20]=3)=[C:14]([CH2:37][CH2:38][CH3:39])[N:13]=[C:12]2[CH3:40])=[CH:7][CH:6]=1)([CH3:3])[CH3:2].C(OC(C)C)(C)C.C(OCC)(=O)CCCCC.[K:58].